From a dataset of Forward reaction prediction with 1.9M reactions from USPTO patents (1976-2016). Predict the product of the given reaction. (1) Given the reactants CC1C=CC(S(O[N:12]=[C:13]2[CH2:22][CH2:21][CH2:20][C:19]3[N:18]=[CH:17][CH:16]=[CH:15][C:14]2=3)(=O)=O)=CC=1.C([O-])(=[O:25])C.[K+], predict the reaction product. The product is: [N:18]1[C:19]2[CH2:20][CH2:21][CH2:22][C:13](=[O:25])[NH:12][C:14]=2[CH:15]=[CH:16][CH:17]=1. (2) Given the reactants [NH2:1][C:2]1[CH:7]=[C:6]([F:8])[C:5]([CH:9]2[O:13][N:12]=[C:11]([C:14]3[N:15]=[C:16]([CH:19]4[CH2:24][CH2:23][N:22]([C:25]([O:27][C:28]([CH3:31])([CH3:30])[CH3:29])=[O:26])[CH2:21][CH2:20]4)[S:17][CH:18]=3)[CH2:10]2)=[C:4]([F:32])[CH:3]=1.[CH3:33][S:34](Cl)(=[O:36])=[O:35].N1C=CC=CC=1.Cl, predict the reaction product. The product is: [F:8][C:6]1[CH:7]=[C:2]([NH:1][S:34]([CH3:33])(=[O:36])=[O:35])[CH:3]=[C:4]([F:32])[C:5]=1[CH:9]1[O:13][N:12]=[C:11]([C:14]2[N:15]=[C:16]([CH:19]3[CH2:24][CH2:23][N:22]([C:25]([O:27][C:28]([CH3:29])([CH3:31])[CH3:30])=[O:26])[CH2:21][CH2:20]3)[S:17][CH:18]=2)[CH2:10]1.